From a dataset of Catalyst prediction with 721,799 reactions and 888 catalyst types from USPTO. Predict which catalyst facilitates the given reaction. (1) Reactant: [Cl:1][C:2]1[N:10]=[C:9]([Cl:11])[CH:8]=[CH:7][C:3]=1[C:4]([OH:6])=O.C(Cl)(=O)C(Cl)=O.[CH:18]1([NH2:24])[CH2:23][CH2:22][CH2:21][CH2:20][CH2:19]1. Product: [Cl:1][C:2]1[C:3]([C:4]([NH:24][CH:18]2[CH2:23][CH2:22][CH2:21][CH2:20][CH2:19]2)=[O:6])=[CH:7][CH:8]=[C:9]([Cl:11])[N:10]=1. The catalyst class is: 59. (2) Reactant: [CH3:1][O:2][C:3](=[O:12])[C:4]1[CH:9]=[CH:8][C:7]([CH:10]=O)=[N:6][CH:5]=1.[NH:13]1[CH2:18][CH2:17][CH2:16][CH2:15][CH2:14]1.[BH-](OC(C)=O)(OC(C)=O)OC(C)=O.[Na+]. Product: [NH3:6].[CH3:1][O:2][C:3](=[O:12])[C:4]1[CH:9]=[CH:8][C:7]([CH2:10][N:13]2[CH2:18][CH2:17][CH2:16][CH2:15][CH2:14]2)=[N:6][CH:5]=1. The catalyst class is: 797. (3) Reactant: [CH3:1][C:2]1[CH:7]=[C:6]([C:8]2[CH:13]=[CH:12][C:11]([CH2:14][NH2:15])=[CH:10][N:9]=2)[CH:5]=[CH:4][N:3]=1.[O:16]([C:23]1[CH:31]=[CH:30][C:26]([C:27](O)=[O:28])=[CH:25][N:24]=1)[C:17]1[CH:22]=[CH:21][CH:20]=[CH:19][CH:18]=1.CN(C(ON1N=NC2C=CC=NC1=2)=[N+](C)C)C.F[P-](F)(F)(F)(F)F.C(N(CC)C(C)C)(C)C. Product: [CH3:1][C:2]1[CH:7]=[C:6]([C:8]2[CH:13]=[CH:12][C:11]([CH2:14][NH:15][C:27](=[O:28])[C:26]3[CH:30]=[CH:31][C:23]([O:16][C:17]4[CH:22]=[CH:21][CH:20]=[CH:19][CH:18]=4)=[N:24][CH:25]=3)=[CH:10][N:9]=2)[CH:5]=[CH:4][N:3]=1. The catalyst class is: 3. (4) Reactant: [CH3:1][CH:2]([NH2:9])[C:3]1[CH:8]=[CH:7][CH:6]=[CH:5][CH:4]=1.C(N(CC)CC)C.C[Si](Cl)(C)C.Cl.C(N(CC)CC)C.C([Li])CCC.[C:35]([O:39][C:40](=[O:53])[CH:41]=[CH:42][C:43]1[CH:52]=[CH:51][C:50]2[C:45](=[CH:46][CH:47]=[CH:48][CH:49]=2)[N:44]=1)([CH3:38])([CH3:37])[CH3:36]. Product: [C:35]([O:39][C:40](=[O:53])[CH2:41][CH:42]([NH:9][CH:2]([CH3:1])[C:3]1[CH:8]=[CH:7][CH:6]=[CH:5][CH:4]=1)[C:43]1[CH:52]=[CH:51][C:50]2[C:45](=[CH:46][CH:47]=[CH:48][CH:49]=2)[N:44]=1)([CH3:38])([CH3:36])[CH3:37]. The catalyst class is: 1. (5) Reactant: [CH3:1]CN(C(C)C)C(C)C.[Li]CCCC.CN(P(N(C)C)(N(C)C)=O)C.[O:26]1[CH2:31][CH2:30][CH:29]=[C:28]([C:32]([O:34][CH2:35][C:36]2[CH:41]=[CH:40][CH:39]=[CH:38][CH:37]=2)=[O:33])[CH2:27]1.CI. Product: [CH3:1][C:28]1([C:32]([O:34][CH2:35][C:36]2[CH:41]=[CH:40][CH:39]=[CH:38][CH:37]=2)=[O:33])[CH:29]=[CH:30][CH2:31][O:26][CH2:27]1. The catalyst class is: 49. (6) Reactant: COC1C=CC(C[N:8]2[CH2:17][CH2:16][C:15]3[N:14]=[C:13]([NH:18][C:19]([NH:21][C@@H:22]([C:24]4[CH:29]=[CH:28][CH:27]=[CH:26][CH:25]=4)[CH3:23])=[O:20])[CH:12]=[C:11]4[N:30](C(C5C=CC=CC=5)(C5C=CC=CC=5)C5C=CC=CC=5)[N:31]=[C:9]2[C:10]=34)=CC=1.C([SiH](CC)CC)C. Product: [C:24]1([C@H:22]([NH:21][C:19]([NH:18][C:13]2[CH:12]=[C:11]3[NH:30][N:31]=[C:9]4[C:10]3=[C:15]([CH2:16][CH2:17][NH:8]4)[N:14]=2)=[O:20])[CH3:23])[CH:25]=[CH:26][CH:27]=[CH:28][CH:29]=1. The catalyst class is: 67. (7) Reactant: C([Li])CCC.[Br:6][C:7]1[CH:12]=[CH:11][C:10]([F:13])=[C:9](I)[CH:8]=1.B(F)(F)F.CCOCC.[N:24]1[O:25][CH2:26][CH:27]2[CH2:31][N:30]([C:32]([O:34][CH2:35][C:36]3[CH:41]=[CH:40][CH:39]=[CH:38][CH:37]=3)=[O:33])[CH2:29][C:28]=12. Product: [Br:6][C:7]1[CH:12]=[CH:11][C:10]([F:13])=[C:9]([C:28]23[CH2:29][N:30]([C:32]([O:34][CH2:35][C:36]4[CH:41]=[CH:40][CH:39]=[CH:38][CH:37]=4)=[O:33])[CH2:31][CH:27]2[CH2:26][O:25][NH:24]3)[CH:8]=1. The catalyst class is: 7. (8) Reactant: [CH2:1]([O:3][C:4]([C:6]1[C:15](=[O:16])[C:14]2[C:9](=[C:10]([O:19][CH2:20][CH2:21][C@H:22]3[CH2:26][C@@H:25]([O:27][Si:28]([C:31]([CH3:34])([CH3:33])[CH3:32])([CH3:30])[CH3:29])[CH2:24][N:23]3C(OCC3C=CC=CC=3)=O)[C:11]([F:18])=[C:12]([F:17])[CH:13]=2)[N:8]([CH:45]2[CH2:47][CH2:46]2)[CH:7]=1)=[O:5])[CH3:2]. Product: [Si:28]([O:27][C@H:25]1[CH2:24][NH:23][C@@H:22]([CH2:21][CH2:20][O:19][C:10]2[C:11]([F:18])=[C:12]([F:17])[CH:13]=[C:14]3[C:9]=2[N:8]([CH:45]2[CH2:47][CH2:46]2)[CH:7]=[C:6]([C:4]([O:3][CH2:1][CH3:2])=[O:5])[C:15]3=[O:16])[CH2:26]1)([C:31]([CH3:32])([CH3:33])[CH3:34])([CH3:29])[CH3:30]. The catalyst class is: 19. (9) Reactant: [Cl:1][C:2]1[N:3]=[C:4]([N:13]2[CH2:18][CH2:17][O:16][CH2:15][CH2:14]2)[C:5]2[S:10][C:9]([CH:11]=O)=[CH:8][C:6]=2[N:7]=1.[CH3:19][N:20]([CH3:27])[CH:21]1[CH2:26][CH2:25][NH:24][CH2:23][CH2:22]1.C(O[BH-](OC(=O)C)OC(=O)C)(=O)C.[Na+].C(O)(=O)C. Product: [Cl:1][C:2]1[N:3]=[C:4]([N:13]2[CH2:18][CH2:17][O:16][CH2:15][CH2:14]2)[C:5]2[S:10][C:9]([CH2:11][N:24]3[CH2:25][CH2:26][CH:21]([N:20]([CH3:27])[CH3:19])[CH2:22][CH2:23]3)=[CH:8][C:6]=2[N:7]=1. The catalyst class is: 1.